Dataset: Forward reaction prediction with 1.9M reactions from USPTO patents (1976-2016). Task: Predict the product of the given reaction. (1) Given the reactants [N+:1]([C:4]1[CH:12]=[CH:11][CH:10]=[C:9]2[C:5]=1[CH:6]=[N:7][NH:8]2)([O-:3])=[O:2].[F:13][C:14]1[CH:15]=[CH:16]N(B(O)O)[CH2:18][N:19]=1.Cl[CH2:24]Cl, predict the reaction product. The product is: [N+:1]([C:4]1[CH:12]=[CH:11][CH:10]=[C:9]2[C:5]=1[CH:6]=[N:7][N:8]2[C:24]1[CH:18]=[N:19][C:14]([F:13])=[CH:15][CH:16]=1)([O-:3])=[O:2]. (2) Given the reactants ClCC1SC2C=CC=CC=2N=1.C(N(C(C)C)CC)(C)C.C(OC([N:28]([CH2:58][C:59]1[CH:64]=[CH:63][CH:62]=[CH:61][N:60]=1)[CH2:29][C:30]1[CH:35]=[CH:34][C:33]([CH2:36][N:37]([CH2:48][C:49]2[S:50][C:51]3[CH:57]=[CH:56][CH:55]=[CH:54][C:52]=3[N:53]=2)[CH:38]2[C:47]3[N:46]=[CH:45][CH:44]=[CH:43][C:42]=3[CH2:41][CH2:40][CH2:39]2)=[CH:32][CH:31]=1)=O)(C)(C)C, predict the reaction product. The product is: [N:60]1[CH:61]=[CH:62][CH:63]=[CH:64][C:59]=1[CH2:58][NH:28][CH2:29][C:30]1[CH:35]=[CH:34][C:33]([CH2:36][N:37]([CH2:48][C:49]2[S:50][C:51]3[CH:57]=[CH:56][CH:55]=[CH:54][C:52]=3[N:53]=2)[CH:38]2[C:47]3[N:46]=[CH:45][CH:44]=[CH:43][C:42]=3[CH2:41][CH2:40][CH2:39]2)=[CH:32][CH:31]=1. (3) Given the reactants [Cl:1][C:2]1[CH:3]=[C:4]2[C:8](=[CH:9][C:10]=1[F:11])[NH:7][C:6](=[O:12])[C:5]2([C:14]1[C:15]([O:20][CH2:21][CH3:22])=[N:16][CH:17]=[CH:18][CH:19]=1)[OH:13].OC1C2C(=CC=CC=2)[NH:26]C1=O.[C:34]1([S:40](Cl)(=[O:42])=[O:41])[CH:39]=[CH:38][CH:37]=[CH:36][CH:35]=1.S(Cl)(Cl)(=O)=O, predict the reaction product. The product is: [NH2:26][C:5]1([C:14]2[C:15]([O:20][CH2:21][CH3:22])=[N:16][CH:17]=[CH:18][CH:19]=2)[C:4]2[C:8](=[CH:9][C:10]([F:11])=[C:2]([Cl:1])[CH:3]=2)[N:7]([S:40]([C:34]2[CH:39]=[CH:38][CH:37]=[CH:36][CH:35]=2)(=[O:42])=[O:41])[C:6]1=[O:12].[Cl:1][C:2]1[CH:3]=[C:4]2[C:8](=[CH:9][C:10]=1[F:11])[NH:7][C:6](=[O:12])[C:5]2([C:14]1[C:15]([O:20][CH2:21][CH3:22])=[N:16][CH:17]=[CH:18][CH:19]=1)[OH:13]. (4) Given the reactants [CH3:1][N:2]1[CH:7]=[C:6]([C:8]2[CH:13]=[C:12]([CH2:14][S:15]([CH3:18])(=[O:17])=[O:16])[CH:11]=[CH:10][C:9]=2[NH:19][C:20]2[CH:21]=[C:22]3[C:26](=[CH:27][CH:28]=2)[N:25]([CH2:29][O:30][CH2:31][CH2:32][Si:33]([CH3:36])([CH3:35])[CH3:34])[N:24]=[CH:23]3)[C:5]2[CH:37]=[CH:38][NH:39][C:4]=2[C:3]1=[O:40].C=O.[C:43]1(C)C=CC=CC=1, predict the reaction product. The product is: [CH3:1][N:2]1[C:3](=[O:40])[C:4]2[NH:39][CH:38]=[C:37]3[CH2:43][N:19]([C:20]4[CH:21]=[C:22]5[C:26](=[CH:27][CH:28]=4)[N:25]([CH2:29][O:30][CH2:31][CH2:32][Si:33]([CH3:34])([CH3:35])[CH3:36])[N:24]=[CH:23]5)[C:9]4[CH:10]=[CH:11][C:12]([CH2:14][S:15]([CH3:18])(=[O:16])=[O:17])=[CH:13][C:8]=4[C:6]([C:5]=23)=[CH:7]1.